This data is from Reaction yield outcomes from USPTO patents with 853,638 reactions. The task is: Predict the reaction yield, written as a fraction of the theoretical maximum amount of product (1.0 means a 100% yield; for example, 0.34 means a 34% yield). (1) The reactants are [CH2:1]([O:8][C@@H:9]1[C@@H:17]([C@H:18]([CH:20]2[S:25][CH2:24][CH2:23][CH2:22][S:21]2)[OH:19])[O:16][C@H:15]2[C@H:11]([N:12]=[C:13]([N:26]([CH3:28])[CH3:27])[S:14]2)[C@H:10]1[O:29][CH2:30][C:31]1[CH:36]=[CH:35][CH:34]=[CH:33][CH:32]=1)[C:2]1[CH:7]=[CH:6][CH:5]=[CH:4][CH:3]=1.[H-].[Na+].Br[CH2:40][C:41]1[CH:46]=[CH:45][CH:44]=[CH:43][CH:42]=1. The catalyst is CN(C=O)C. The product is [CH2:1]([O:8][C@@H:9]1[C@@H:17]([C@@H:18]([O:19][CH2:40][C:41]2[CH:46]=[CH:45][CH:44]=[CH:43][CH:42]=2)[CH:20]2[S:25][CH2:24][CH2:23][CH2:22][S:21]2)[O:16][C@H:15]2[C@H:11]([N:12]=[C:13]([N:26]([CH3:28])[CH3:27])[S:14]2)[C@H:10]1[O:29][CH2:30][C:31]1[CH:32]=[CH:33][CH:34]=[CH:35][CH:36]=1)[C:2]1[CH:3]=[CH:4][CH:5]=[CH:6][CH:7]=1. The yield is 0.730. (2) The reactants are [CH3:1][C:2]1[CH:7]=[CH:6][N:5]=[C:4]([S:8][CH3:9])[N:3]=1.[Cl:10][C:11]1[S:15][C:14]([C:16](OCC)=[O:17])=[CH:13][CH:12]=1.C[Si]([N-][Si](C)(C)C)(C)C.[Li+].Cl. The catalyst is C1COCC1. The product is [Cl:10][C:11]1[S:15][C:14]([C:16](=[O:17])[CH2:1][C:2]2[CH:7]=[CH:6][N:5]=[C:4]([S:8][CH3:9])[N:3]=2)=[CH:13][CH:12]=1. The yield is 0.430. (3) The reactants are [O:1]1[CH2:5][CH2:4][O:3][CH:2]1[C:6]1[S:10][C:9]([CH2:11][CH3:12])=[C:8]([CH:13]=[O:14])[CH:7]=1.[CH:15]1([Mg]Br)[CH2:20][CH2:19][CH2:18][CH2:17][CH2:16]1.O1CCCC1.O. The catalyst is O1CCCC1. The product is [CH:15]1([CH:13]([C:8]2[CH:7]=[C:6]([CH:2]3[O:3][CH2:4][CH2:5][O:1]3)[S:10][C:9]=2[CH2:11][CH3:12])[OH:14])[CH2:20][CH2:19][CH2:18][CH2:17][CH2:16]1. The yield is 0.710. (4) The reactants are [C:1]([O:7][CH2:8][CH3:9])(=[O:6])[CH2:2][C:3]([CH3:5])=O.[Cl:10][C:11]1[CH:18]=[CH:17][CH:16]=[CH:15][C:12]=1[CH:13]=O.[NH4+:19].[OH-:20]. The catalyst is CCO. The product is [Cl:10][C:11]1[CH:18]=[CH:17][CH:16]=[CH:15][C:12]=1[CH:13]1[C:2]([C:1]([O:7][CH2:8][CH3:9])=[O:6])=[C:3]([CH3:5])[NH:19][C:3]([CH3:5])=[C:2]1[C:1]([O:7][CH2:8][CH3:9])=[O:20]. The yield is 0.260. (5) The reactants are C(O)(C(F)(F)F)=O.COC1C=CC(C[N:15]2[C:19]3=[N:20][CH:21]=[C:22]([C:37]4[CH:42]=[CH:41][CH:40]=[CH:39][CH:38]=4)[C:23]([N:24]4[CH2:29][CH2:28][N:27](C(OC(C)(C)C)=O)[CH2:26][CH2:25]4)=[C:18]3[C:17]([NH:43][CH:44]3[CH2:48][C:47](=[O:49])[N:46](CC4C=CC(OC)=CC=4)[CH2:45]3)=[N:16]2)=CC=1.C(Cl)[Cl:62]. No catalyst specified. The product is [ClH:62].[C:37]1([C:22]2[C:23]([N:24]3[CH2:29][CH2:28][NH:27][CH2:26][CH2:25]3)=[C:18]3[C:17]([NH:43][CH:44]4[CH2:45][NH:46][C:47](=[O:49])[CH2:48]4)=[N:16][NH:15][C:19]3=[N:20][CH:21]=2)[CH:38]=[CH:39][CH:40]=[CH:41][CH:42]=1. The yield is 0.980. (6) The reactants are B(F)(F)F.CCOCC.C([SiH](CC)CC)C.[Cl:17][C:18]1[C:23](=[O:24])[N:22]([CH3:25])[CH:21]=[C:20]2[C:26](=[O:42])[N:27]([CH2:30][CH2:31][C:32]3[CH:41]=[CH:40][C:39]4[C:34](=[CH:35][CH:36]=[CH:37][CH:38]=4)[N:33]=3)[CH:28](O)[C:19]=12. The catalyst is C(Cl)Cl. The product is [Cl:17][C:18]1[C:23](=[O:24])[N:22]([CH3:25])[CH:21]=[C:20]2[C:26](=[O:42])[N:27]([CH2:30][CH2:31][C:32]3[CH:41]=[CH:40][C:39]4[C:34](=[CH:35][CH:36]=[CH:37][CH:38]=4)[N:33]=3)[CH2:28][C:19]=12. The yield is 0.0650. (7) The reactants are [C:1]1(=[O:8])[O:7][C:5](=[O:6])[CH2:4][CH2:3][CH2:2]1.[OH:9][N:10]1[C:14](=[O:15])[CH2:13][CH2:12][C:11]1=[O:16]. The catalyst is C1COCC1. The product is [O:16]=[C:11]1[CH2:12][CH2:13][C:14](=[O:15])[N:10]1[O:9][C:1](=[O:8])[CH2:2][CH2:3][CH2:4][C:5]([OH:7])=[O:6]. The yield is 0.790. (8) The reactants are Cl[C:2]1[C:7]([C:8]([O:10][CH3:11])=[O:9])=[CH:6][N:5]=[C:4]2[N:12]([Si](C(C)C)(C(C)C)C(C)C)[CH:13]=[CH:14][C:3]=12.[NH:25]1[CH2:30][CH2:29][NH:28][CH2:27][CH2:26]1.[CH3:31][C:32]([O:35][C:36](O[C:36]([O:35][C:32]([CH3:34])([CH3:33])[CH3:31])=[O:37])=[O:37])([CH3:34])[CH3:33].C(N(CC)CC)C. The catalyst is CN1C(=O)CCC1.C(Cl)Cl.O. The product is [C:32]([O:35][C:36]([N:25]1[CH2:30][CH2:29][N:28]([C:2]2[C:7]([C:8]([O:10][CH3:11])=[O:9])=[CH:6][N:5]=[C:4]3[NH:12][CH:13]=[CH:14][C:3]=23)[CH2:27][CH2:26]1)=[O:37])([CH3:34])([CH3:33])[CH3:31]. The yield is 1.64. (9) The reactants are [Cl:1][C:2]1[CH:18]=[CH:17][C:5]2[CH2:6][CH2:7][N:8]([C:11](=[O:16])[C:12]([F:15])([F:14])[F:13])[CH2:9][CH2:10][C:4]=2[C:3]=1OS(C(F)(F)F)(=O)=O.[F:27][C:28]1[CH:33]=[CH:32][C:31]([C@@H:34]([NH2:36])[CH3:35])=[CH:30][CH:29]=1. The catalyst is C1(C)C=CC=CC=1. The product is [Cl:1][C:2]1[CH:18]=[CH:17][C:5]2[CH2:6][CH2:7][N:8]([C:11](=[O:16])[C:12]([F:14])([F:15])[F:13])[CH2:9][CH2:10][C:4]=2[C:3]=1[NH:36][C@H:34]([C:31]1[CH:32]=[CH:33][C:28]([F:27])=[CH:29][CH:30]=1)[CH3:35]. The yield is 0.580. (10) The reactants are [CH:1]1([CH2:6][C@H:7]([C:11]2[CH:16]=[CH:15][C:14]([Cl:17])=[C:13]([Cl:18])[CH:12]=2)[C:8]([OH:10])=O)[CH2:5][CH2:4][CH2:3][CH2:2]1.C(Cl)(=O)C(Cl)=O.[NH2:25][C:26]1[CH:31]=[N:30][CH:29]=[CH:28][N:27]=1.N1C=CC=CC=1. The catalyst is C(Cl)Cl.CN(C)C=O.O1CCCC1.O. The product is [CH:1]1([CH2:6][C@H:7]([C:11]2[CH:16]=[CH:15][C:14]([Cl:17])=[C:13]([Cl:18])[CH:12]=2)[C:8]([NH:25][C:26]2[CH:31]=[N:30][CH:29]=[CH:28][N:27]=2)=[O:10])[CH2:2][CH2:3][CH2:4][CH2:5]1. The yield is 0.760.